Dataset: Catalyst prediction with 721,799 reactions and 888 catalyst types from USPTO. Task: Predict which catalyst facilitates the given reaction. (1) Reactant: [F:1][C:2]([F:9])([F:8])[C:3]([O:5]CC)=O.C[O-].[Na+].[CH3:13][C:14]1[CH:15]=[C:16]2[C:21](=[CH:22][CH:23]=1)[C:20](=[O:24])[CH2:19][CH2:18][CH2:17]2.Cl. Product: [CH3:13][C:14]1[CH:15]=[C:16]2[C:21](=[CH:22][CH:23]=1)[C:20](=[O:24])[CH:19]([C:3](=[O:5])[C:2]([F:1])([F:8])[F:9])[CH2:18][CH2:17]2. The catalyst class is: 28. (2) Reactant: [CH2:1]([OH:8])[CH2:2][CH2:3][CH2:4][CH2:5][CH2:6][CH3:7].[CH3:9][C:10]1[CH:11]=[C:12](I)[CH:13]=[C:14]([CH3:16])[CH:15]=1.N1C2C(=CC=C3C=2N=CC=C3)C=CC=1.C([O-])([O-])=O.[Cs+].[Cs+].CCCCCCCCCCCC. Product: [CH2:1]([O:8][C:12]1[CH:13]=[C:14]([CH3:16])[CH:15]=[C:10]([CH3:9])[CH:11]=1)[CH2:2][CH2:3][CH2:4][CH2:5][CH2:6][CH3:7]. The catalyst class is: 205. (3) Reactant: N1C=CC=CC=1.C([O:10][C@@H:11]([C@@H:15]([NH:23][C:24](=[O:36])[C:25]1[CH:30]=[CH:29][CH:28]=[C:27]([O:31]C(=O)C)[C:26]=1[CH3:35])[CH2:16][C:17]1[CH:22]=[CH:21][CH:20]=[CH:19][CH:18]=1)[C:12](O)=[O:13])(=O)C.O=S(Cl)Cl.[F:41][C:42]([F:57])([F:56])[CH2:43][NH:44][C:45]([C@@H:47]1[C:51]([CH3:53])([CH3:52])[C:50]([F:55])([F:54])[CH2:49][NH:48]1)=[O:46].Cl.[OH-].[K+].C([O-])([O-])=O.[K+].[K+]. Product: [F:55][C:50]1([F:54])[CH2:49][N:48]([C:12](=[O:13])[C@@H:11]([OH:10])[C@@H:15]([NH:23][C:24](=[O:36])[C:25]2[CH:30]=[CH:29][CH:28]=[C:27]([OH:31])[C:26]=2[CH3:35])[CH2:16][C:17]2[CH:18]=[CH:19][CH:20]=[CH:21][CH:22]=2)[C@H:47]([C:45]([NH:44][CH2:43][C:42]([F:41])([F:56])[F:57])=[O:46])[C:51]1([CH3:52])[CH3:53]. The catalyst class is: 449. (4) The catalyst class is: 23. Reactant: F[C:2]1[CH:7]=[C:6]([F:8])[CH:5]=[CH:4][C:3]=1[N+:9]([O-:11])=[O:10].[CH:12]1([NH2:15])[CH2:14][CH2:13]1.CCN(C(C)C)C(C)C. Product: [CH:12]1([NH:15][C:2]2[CH:7]=[C:6]([F:8])[CH:5]=[CH:4][C:3]=2[N+:9]([O-:11])=[O:10])[CH2:14][CH2:13]1. (5) The catalyst class is: 3. Product: [Br:1][C:2]1[CH:3]=[CH:4][C:5]2[S:9](=[O:10])(=[O:11])[N:8]([CH2:14][C@H:15]3[CH2:19][O:18][C:17]([CH3:21])([CH3:20])[O:16]3)[CH2:7][C:6]=2[CH:12]=1. Reactant: [Br:1][C:2]1[CH:3]=[CH:4][C:5]2[S:9](=[O:11])(=[O:10])[NH:8][CH2:7][C:6]=2[CH:12]=1.Cl[CH2:14][C@H:15]1[CH2:19][O:18][C:17]([CH3:21])([CH3:20])[O:16]1.C([O-])([O-])=O.[K+].[K+].